From a dataset of Catalyst prediction with 721,799 reactions and 888 catalyst types from USPTO. Predict which catalyst facilitates the given reaction. (1) Reactant: [CH2:1]([O:8][C:9]1[CH:14]=[CH:13][C:12]([CH:15]([CH:21]=[O:22])[C:16]([O:18][CH2:19][CH3:20])=[O:17])=[CH:11][C:10]=1[O:23][CH3:24])[C:2]1[CH:7]=[CH:6][CH:5]=[CH:4][CH:3]=1.[BH4-].[Na+].O. Product: [CH2:1]([O:8][C:9]1[CH:14]=[CH:13][C:12]([CH:15]([CH2:21][OH:22])[C:16]([O:18][CH2:19][CH3:20])=[O:17])=[CH:11][C:10]=1[O:23][CH3:24])[C:2]1[CH:3]=[CH:4][CH:5]=[CH:6][CH:7]=1. The catalyst class is: 100. (2) Reactant: [CH3:1][C:2]1[CH:3]=[CH:4][C:5]2[N:6]([CH:8]=[C:9]([CH2:11][OH:12])[N:10]=2)[CH:7]=1. Product: [CH3:1][C:2]1[CH:3]=[CH:4][C:5]2[N:6]([CH:8]=[C:9]([CH:11]=[O:12])[N:10]=2)[CH:7]=1. The catalyst class is: 485. (3) Reactant: [CH3:1][S:2]([C:5]1[CH:6]=[CH:7][C:8]([N:14]2[CH2:19][CH2:18][CH2:17][CH2:16][CH2:15]2)=[C:9]([CH:13]=1)[C:10]([OH:12])=O)(=[O:4])=[O:3].CN(C(ON1N=NC2C=CC=CC1=2)=[N+](C)C)C.F[P-](F)(F)(F)(F)F.C(NC(C)C)(C)C.Cl.[Cl:52][C:53]1[CH:58]=[CH:57][C:56]([N:59]2[CH2:64][CH2:63][NH:62][CH2:61][CH2:60]2)=[CH:55][C:54]=1[N+:65]([O-:67])=[O:66]. Product: [Cl:52][C:53]1[CH:58]=[CH:57][C:56]([N:59]2[CH2:64][CH2:63][N:62]([C:10]([C:9]3[CH:13]=[C:5]([S:2]([CH3:1])(=[O:3])=[O:4])[CH:6]=[CH:7][C:8]=3[N:14]3[CH2:19][CH2:18][CH2:17][CH2:16][CH2:15]3)=[O:12])[CH2:61][CH2:60]2)=[CH:55][C:54]=1[N+:65]([O-:67])=[O:66]. The catalyst class is: 213. (4) Reactant: Br[Si](C)(C)C.C([N:9](C(C)C)[C:10]1[N:15]=[CH:14][N:13]([CH2:16][C@H:17]([O:20][CH2:21][P:22]([OH:25])([OH:24])=[O:23])[CH2:18][OH:19])[C:12](=[O:26])[N:11]=1)(C)C. Product: [OH:19][CH2:18][C@@H:17]([O:20][CH2:21][P:22]([OH:24])([OH:25])=[O:23])[CH2:16][N:13]1[CH:14]=[N:15][C:10]([NH2:9])=[N:11][C:12]1=[O:26]. The catalyst class is: 10. (5) Reactant: [Cl:1][C:2]1[S:6][C:5]([C:7]([OH:9])=O)=[CH:4][C:3]=1[C:10]1[N:14]([CH3:15])[N:13]=[CH:12][C:11]=1[Cl:16].[NH2:17][C@@H:18]([CH2:31][C:32]1[CH:37]=[C:36]([F:38])[CH:35]=[CH:34][C:33]=1[F:39])[CH2:19][N:20]1[C:28](=[O:29])[C:27]2[C:22](=[CH:23][CH:24]=[CH:25][CH:26]=2)[C:21]1=[O:30].FC1C=CC=C(F)C=1C[C@@H](C(O)=O)N.C1CN([P+](Br)(N2CCCC2)N2CCCC2)CC1.F[P-](F)(F)(F)(F)F.CCN(C(C)C)C(C)C. Product: [Cl:1][C:2]1[S:6][C:5]([C:7]([NH:17][C@H:18]([CH2:19][N:20]2[C:28](=[O:29])[C:27]3[C:22](=[CH:23][CH:24]=[CH:25][CH:26]=3)[C:21]2=[O:30])[CH2:31][C:32]2[CH:37]=[C:36]([F:38])[CH:35]=[CH:34][C:33]=2[F:39])=[O:9])=[CH:4][C:3]=1[C:10]1[N:14]([CH3:15])[N:13]=[CH:12][C:11]=1[Cl:16]. The catalyst class is: 22. (6) Reactant: [Br:1][C:2]1[CH:11]=[N:10][C:9]2[NH:8][C:7](=[O:12])[CH2:6][O:5][C:4]=2[CH:3]=1.[C:13](O[C:13]([O:15][C:16]([CH3:19])([CH3:18])[CH3:17])=[O:14])([O:15][C:16]([CH3:19])([CH3:18])[CH3:17])=[O:14]. Product: [Br:1][C:2]1[CH:11]=[N:10][C:9]2[N:8]([C:13]([O:15][C:16]([CH3:19])([CH3:18])[CH3:17])=[O:14])[C:7](=[O:12])[CH2:6][O:5][C:4]=2[CH:3]=1. The catalyst class is: 230. (7) Reactant: [CH2:1]([CH2:3][NH2:4])[OH:2].[C:5](O)(=[O:23])[CH2:6][CH2:7][CH2:8][CH2:9][CH2:10][CH2:11][CH2:12]/[CH:13]=[CH:14]\[CH2:15][CH2:16][CH2:17][CH2:18][CH2:19][CH2:20][CH2:21][CH3:22]. Product: [CH3:22][CH2:21][CH2:20][CH2:19][CH2:18][CH2:17][CH2:16][CH2:15]/[CH:14]=[CH:13]\[CH2:12][CH2:11][CH2:10][CH2:9][CH2:8][CH2:7][CH2:6][C:5]([NH:4][CH2:3][CH2:1][OH:2])=[O:23]. The catalyst class is: 81. (8) Reactant: CC1C=CC(S(O[CH2:12][CH:13]2[O:18][C:17]3[CH:19]=[C:20]([O:23][S:24]([C:27]([F:30])([F:29])[F:28])(=[O:26])=[O:25])[CH:21]=[CH:22][C:16]=3[O:15][CH2:14]2)(=O)=O)=CC=1.[CH2:31]([NH:34][CH2:35][CH2:36][CH3:37])[CH2:32][CH3:33]. Product: [F:30][C:27]([F:29])([F:28])[S:24]([O:23][C:20]1[CH:21]=[CH:22][C:16]2[O:15][CH2:14][CH:13]([CH2:12][N:34]([CH2:35][CH2:36][CH3:37])[CH2:31][CH2:32][CH3:33])[O:18][C:17]=2[CH:19]=1)(=[O:25])=[O:26]. The catalyst class is: 10.